Dataset: Forward reaction prediction with 1.9M reactions from USPTO patents (1976-2016). Task: Predict the product of the given reaction. (1) Given the reactants [CH2:1]([O:3][C:4]1[C:8]([CH2:9][CH2:10][C:11](OCC)=[O:12])=[CH:7][N:6]([C:16]2[CH:21]=[C:20]([C:22]([F:25])([F:24])[F:23])[CH:19]=[CH:18][N:17]=2)[N:5]=1)[CH3:2].[H-].C([Al+]CC(C)C)C(C)C.Cl, predict the reaction product. The product is: [CH2:1]([O:3][C:4]1[C:8]([CH2:9][CH2:10][CH2:11][OH:12])=[CH:7][N:6]([C:16]2[CH:21]=[C:20]([C:22]([F:23])([F:25])[F:24])[CH:19]=[CH:18][N:17]=2)[N:5]=1)[CH3:2]. (2) Given the reactants [CH:1]1([NH:6][C:7]2[N:12]=[C:11]([C:13]3[C:14]([C:28]4[CH:33]=[CH:32][C:31]([O:34][CH3:35])=[CH:30][CH:29]=4)=[N:15][N:16]4[C:21]([NH:22][CH2:23][CH2:24][CH2:25][CH2:26][OH:27])=[CH:20][CH:19]=[CH:18][C:17]=34)[CH:10]=[CH:9][N:8]=2)[CH2:5][CH2:4][CH2:3][CH2:2]1.N1C=NN=N1.C(N(C(C)C)[P:45](=[O:62])([O:54][CH2:55][C:56]1[CH:61]=[CH:60][CH:59]=[CH:58][CH:57]=1)[O:46][CH2:47][C:48]1[CH:53]=[CH:52][CH:51]=[CH:50][CH:49]=1)(C)C.CC(CC(O)=O)=O.S([O-])([O-])(=O)=S.[Na+].[Na+].C(=O)(O)[O-].[Na+], predict the reaction product. The product is: [P:45]([O:27][CH2:26][CH2:25][CH2:24][CH2:23][NH:22][C:21]1[N:16]2[N:15]=[C:14]([C:28]3[CH:29]=[CH:30][C:31]([O:34][CH3:35])=[CH:32][CH:33]=3)[C:13]([C:11]3[CH:10]=[CH:9][N:8]=[C:7]([NH:6][CH:1]4[CH2:2][CH2:3][CH2:4][CH2:5]4)[N:12]=3)=[C:17]2[CH:18]=[CH:19][CH:20]=1)([O:46][CH2:47][C:48]1[CH:53]=[CH:52][CH:51]=[CH:50][CH:49]=1)([O:54][CH2:55][C:56]1[CH:61]=[CH:60][CH:59]=[CH:58][CH:57]=1)=[O:62]. (3) Given the reactants [O:1]1[C:5]2[CH:6]=[CH:7][C:8]([C:10]3[CH2:11][C@@H:12]4[N:18]([CH:19]=3)[C:17](=[O:20])[C:16]3[CH:21]=[C:22]([O:72][CH3:73])[C:23]([O:25][CH2:26][CH2:27][CH2:28][O:29][C:30]5[C:69]([O:70][CH3:71])=[CH:68][C:33]6[C:34](=[O:67])[N:35]7[CH:41]=[C:40]([C:42]8[CH:47]=[CH:46][C:45]([NH:48][C:49](=[O:66])[C@@H:50]([NH:52][C:53](=[O:65])[C@@H:54]([NH:58]C(=O)OCC=C)[CH:55]([CH3:57])[CH3:56])[CH3:51])=[CH:44][CH:43]=8)[CH2:39][C@H:36]7[CH:37]=[N:38][C:32]=6[CH:31]=5)=[CH:24][C:15]=3[N:14]=[CH:13]4)=[CH:9][C:4]=2[O:3][CH2:2]1.N1CCCC1, predict the reaction product. The product is: [NH2:58][C@@H:54]([CH:55]([CH3:57])[CH3:56])[C:53]([NH:52][C@@H:50]([CH3:51])[C:49]([NH:48][C:45]1[CH:44]=[CH:43][C:42]([C:40]2[CH2:39][C@@H:36]3[N:35]([CH:41]=2)[C:34](=[O:67])[C:33]2[CH:68]=[C:69]([O:70][CH3:71])[C:30]([O:29][CH2:28][CH2:27][CH2:26][O:25][C:23]4[C:22]([O:72][CH3:73])=[CH:21][C:16]5[C:17](=[O:20])[N:18]6[CH:19]=[C:10]([C:8]7[CH:7]=[CH:6][C:5]8[O:1][CH2:2][O:3][C:4]=8[CH:9]=7)[CH2:11][C@H:12]6[CH:13]=[N:14][C:15]=5[CH:24]=4)=[CH:31][C:32]=2[N:38]=[CH:37]3)=[CH:47][CH:46]=1)=[O:66])=[O:65]. (4) Given the reactants [F:1][C:2]([F:6])([F:5])[CH2:3][OH:4].N1C=CC=CC=1.[S:13](O[S:13]([C:16]([F:19])([F:18])[F:17])(=[O:15])=[O:14])([C:16]([F:19])([F:18])[F:17])(=[O:15])=[O:14], predict the reaction product. The product is: [F:1][C:2]([F:6])([F:5])[CH2:3][O:4][S:13]([C:16]([F:19])([F:18])[F:17])(=[O:15])=[O:14].